This data is from Peptide-MHC class II binding affinity with 134,281 pairs from IEDB. The task is: Regression. Given a peptide amino acid sequence and an MHC pseudo amino acid sequence, predict their binding affinity value. This is MHC class II binding data. (1) The peptide sequence is TLGSTSADEVQRMMA. The MHC is HLA-DQA10401-DQB10402 with pseudo-sequence HLA-DQA10401-DQB10402. The binding affinity (normalized) is 0.401. (2) The peptide sequence is HQSIGSTLYNKIYLYENMNI. The MHC is DRB1_1101 with pseudo-sequence DRB1_1101. The binding affinity (normalized) is 0.650. (3) The peptide sequence is AAATAGTRVYGAFAA. The MHC is HLA-DPA10103-DPB10601 with pseudo-sequence HLA-DPA10103-DPB10601. The binding affinity (normalized) is 0. (4) The peptide sequence is SIINHKFCNLSDAHK. The MHC is DRB1_0404 with pseudo-sequence DRB1_0404. The binding affinity (normalized) is 0.460. (5) The peptide sequence is ALAAAGLVGVLAGLAK. The MHC is DRB4_0103 with pseudo-sequence DRB4_0103. The binding affinity (normalized) is 0.538. (6) The peptide sequence is EKKYFAATQFEPLAT. The MHC is DRB1_1602 with pseudo-sequence DRB1_1602. The binding affinity (normalized) is 0.407. (7) The peptide sequence is AVIRGKKGAGGITIK. The MHC is DRB1_0101 with pseudo-sequence DRB1_0101. The binding affinity (normalized) is 0.481. (8) The peptide sequence is TAKAPGLVPKLDAAY. The MHC is DRB1_0701 with pseudo-sequence DRB1_0701. The binding affinity (normalized) is 0.250. (9) The peptide sequence is TALKKAITAMSEAQK. The MHC is HLA-DQA10301-DQB10302 with pseudo-sequence HLA-DQA10301-DQB10302. The binding affinity (normalized) is 0.287.